This data is from Reaction yield outcomes from USPTO patents with 853,638 reactions. The task is: Predict the reaction yield, written as a fraction of the theoretical maximum amount of product (1.0 means a 100% yield; for example, 0.34 means a 34% yield). (1) The reactants are [NH2:1][C:2]1[CH:14]=[CH:13][CH:12]=[CH:11][C:3]=1[C:4]([O:6][C:7]([CH3:10])([CH3:9])[CH3:8])=[O:5].C1C(=O)N([Br:22])C(=O)C1. The catalyst is CN(C=O)C. The product is [NH2:1][C:2]1[CH:14]=[CH:13][C:12]([Br:22])=[CH:11][C:3]=1[C:4]([O:6][C:7]([CH3:10])([CH3:9])[CH3:8])=[O:5]. The yield is 0.790. (2) The reactants are [Cl:1][C:2]1[CH:3]=[C:4]2[C:8](=[CH:9][CH:10]=1)[C:7](=[O:11])[N:6]([C:12]1[CH:17]=[N:16][CH:15]=[C:14]([CH:18]3[CH2:23][CH2:22][CH2:21][NH:20][CH2:19]3)[N:13]=1)[C:5]2([CH3:25])[CH3:24].CCN(CC)CC.[C:33](Cl)(=[O:35])[CH3:34]. The catalyst is C(Cl)Cl. The product is [C:33]([N:20]1[CH2:21][CH2:22][CH2:23][CH:18]([C:14]2[N:13]=[C:12]([N:6]3[C:5]([CH3:25])([CH3:24])[C:4]4[C:8](=[CH:9][CH:10]=[C:2]([Cl:1])[CH:3]=4)[C:7]3=[O:11])[CH:17]=[N:16][CH:15]=2)[CH2:19]1)(=[O:35])[CH3:34]. The yield is 0.350.